Dataset: Full USPTO retrosynthesis dataset with 1.9M reactions from patents (1976-2016). Task: Predict the reactants needed to synthesize the given product. Given the product [O:1]=[C:2]1[CH2:11][CH2:10][CH2:9][C:8]2[CH:7]=[C:6]([C:12]([O:14][CH3:15])=[O:13])[CH:5]=[CH:4][C:3]1=2, predict the reactants needed to synthesize it. The reactants are: [O:1]=[C:2]1[CH2:11][CH2:10][CH2:9][C:8]2[CH:7]=[C:6]([C:12]([OH:14])=[O:13])[CH:5]=[CH:4][C:3]1=2.[CH3:15][Si](C=[N+]=[N-])(C)C.